Dataset: Catalyst prediction with 721,799 reactions and 888 catalyst types from USPTO. Task: Predict which catalyst facilitates the given reaction. (1) Reactant: [CH2:1]([O:8][C:9]([N:11]1[CH2:16][CH2:15][NH:14][C:13](=[O:17])[CH2:12]1)=[O:10])[C:2]1[CH:7]=[CH:6][CH:5]=[CH:4][CH:3]=1.[H-].[Na+].I[CH3:21]. Product: [CH2:1]([O:8][C:9]([N:11]1[CH2:16][CH2:15][N:14]([CH3:21])[C:13](=[O:17])[CH2:12]1)=[O:10])[C:2]1[CH:3]=[CH:4][CH:5]=[CH:6][CH:7]=1. The catalyst class is: 1. (2) Reactant: [C-:1]#[N:2].[K+].[C:4]([C:8]1[CH:13]=[C:12](Cl)[CH:11]=[C:10]([C:15]([CH3:18])([CH3:17])[CH3:16])[C:9]=1[OH:19])([CH3:7])([CH3:6])[CH3:5].[C-:20]#N. The catalyst class is: 10. Product: [C:4]([C:8]1[CH:13]=[C:12]([CH2:20][C:1]#[N:2])[CH:11]=[C:10]([C:15]([CH3:18])([CH3:17])[CH3:16])[C:9]=1[OH:19])([CH3:7])([CH3:6])[CH3:5].